From a dataset of Reaction yield outcomes from USPTO patents with 853,638 reactions. Predict the reaction yield, written as a fraction of the theoretical maximum amount of product (1.0 means a 100% yield; for example, 0.34 means a 34% yield). (1) The reactants are [Br:1][C:2]1[N:7]=[CH:6][C:5]([NH2:8])=[C:4]([C:9]2[C:10](F)=[N:11][CH:12]=[CH:13][CH:14]=2)[CH:3]=1.C[Si]([N-][Si](C)(C)C)(C)C.[Na+].[F-].[K+]. The catalyst is C1COCC1. The product is [Br:1][C:2]1[N:7]=[CH:6][C:5]2[NH:8][C:10]3[N:11]=[CH:12][CH:13]=[CH:14][C:9]=3[C:4]=2[CH:3]=1. The yield is 0.750. (2) The reactants are [O:1]1[C:5]2[CH:6]=[CH:7][CH:8]=[CH:9][C:4]=2[N:3]=[C:2]1[C:10]1[CH:11]=[CH:12][C:13]([NH:17][CH:18]2[CH2:23][CH2:22][O:21][CH2:20][CH2:19]2)=[C:14]([CH:16]=1)[NH2:15].[CH:24](=O)[C:25]1[O:29][CH:28]=[CH:27][CH:26]=1.OOS([O-])=O.[K+].C(=O)([O-])[O-].[K+].[K+]. The catalyst is CN(C)C=O. The product is [O:1]1[C:5]2[CH:6]=[CH:7][CH:8]=[CH:9][C:4]=2[N:3]=[C:2]1[C:10]1[CH:11]=[CH:12][C:13]2[N:17]([CH:18]3[CH2:23][CH2:22][O:21][CH2:20][CH2:19]3)[C:24]([C:25]3[O:29][CH:28]=[CH:27][CH:26]=3)=[N:15][C:14]=2[CH:16]=1. The yield is 0.490.